Predict the product of the given reaction. From a dataset of Forward reaction prediction with 1.9M reactions from USPTO patents (1976-2016). (1) Given the reactants [Br:1][C:2]1[CH:9]=[CH:8][C:5]([CH2:6][OH:7])=[CH:4][CH:3]=1.CC(C)([O-])C.[K+].F[C:17]1[CH:22]=[CH:21][CH:20]=[CH:19][N:18]=1, predict the reaction product. The product is: [Br:1][C:2]1[CH:9]=[CH:8][C:5]([CH2:6][O:7][C:17]2[CH:22]=[CH:21][CH:20]=[CH:19][N:18]=2)=[CH:4][CH:3]=1. (2) Given the reactants [CH:1]1([C:4]2[CH:5]=[N:6][C:7]([NH:14][C:15]3[CH:16]=[C:17]4[C:21](=[CH:22][CH:23]=3)[N:20]([CH2:24][CH3:25])[C:19]([C:26]3[CH:31]=[CH:30][CH:29]=[CH:28][CH:27]=3)=[CH:18]4)=[C:8]([CH:13]=2)[C:9]([O:11]C)=[O:10])[CH2:3][CH2:2]1.[OH-].[Na+].O1CCCC1.Cl, predict the reaction product. The product is: [CH:1]1([C:4]2[CH:5]=[N:6][C:7]([NH:14][C:15]3[CH:16]=[C:17]4[C:21](=[CH:22][CH:23]=3)[N:20]([CH2:24][CH3:25])[C:19]([C:26]3[CH:27]=[CH:28][CH:29]=[CH:30][CH:31]=3)=[CH:18]4)=[C:8]([CH:13]=2)[C:9]([OH:11])=[O:10])[CH2:3][CH2:2]1. (3) Given the reactants [Cl:1][C:2]1[CH:7]=[CH:6][C:5]([OH:8])=[C:4](I)[CH:3]=1.C(=O)([O-])[O-].[K+].[K+].CC1(C)C(C)(C)OB([C:24]2[CH:25]=[N:26][N:27]([C:29]([O:31][C:32]([CH3:35])([CH3:34])[CH3:33])=[O:30])[CH:28]=2)O1.ClCCl, predict the reaction product. The product is: [Cl:1][C:2]1[CH:7]=[CH:6][C:5]([OH:8])=[C:4]([C:24]2[CH:25]=[N:26][N:27]([C:29]([O:31][C:32]([CH3:35])([CH3:34])[CH3:33])=[O:30])[CH:28]=2)[CH:3]=1. (4) Given the reactants [Cl:1][C:2]1[CH:3]=[C:4]([NH:16][C:17]2[C:26]3[C:21](=[CH:22][C:23](F)=[C:24]([N+:27]([O-:29])=[O:28])[CH:25]=3)[N:20]=[CH:19][N:18]=2)[CH:5]=[CH:6][C:7]=1[O:8][CH2:9][C:10]1[CH:15]=[CH:14][CH:13]=[CH:12][N:11]=1.C[Si](C)(C)[O-].[K+].[O:37]1[CH2:41][CH2:40][C@H:39]([OH:42])[CH2:38]1.O, predict the reaction product. The product is: [Cl:1][C:2]1[CH:3]=[C:4]([NH:16][C:17]2[C:26]3[C:21](=[CH:22][C:23]([O:42][C@H:39]4[CH2:40][CH2:41][O:37][CH2:38]4)=[C:24]([N+:27]([O-:29])=[O:28])[CH:25]=3)[N:20]=[CH:19][N:18]=2)[CH:5]=[CH:6][C:7]=1[O:8][CH2:9][C:10]1[CH:15]=[CH:14][CH:13]=[CH:12][N:11]=1. (5) The product is: [F:1][C:2]1[CH:7]=[C:6]([S:8]([CH3:11])(=[O:9])=[O:10])[CH:5]=[CH:4][C:3]=1[C:12]1[CH:13]=[C:14]2[C:18](=[CH:19][CH:20]=1)[N:17]([CH:21]1[CH2:22][CH2:23][NH:24][CH2:25][CH2:26]1)[CH:16]=[CH:15]2. Given the reactants [F:1][C:2]1[CH:7]=[C:6]([S:8]([CH3:11])(=[O:10])=[O:9])[CH:5]=[CH:4][C:3]=1[C:12]1[CH:13]=[C:14]2[C:18](=[CH:19][CH:20]=1)[N:17]([CH:21]1[CH2:26][CH2:25][N:24](C(OC(C)(C)C)=O)[CH2:23][CH2:22]1)[CH:16]=[CH:15]2.FC(F)(F)C(O)=O.C([O-])(O)=O.[Na+], predict the reaction product.